This data is from Catalyst prediction with 721,799 reactions and 888 catalyst types from USPTO. The task is: Predict which catalyst facilitates the given reaction. (1) Reactant: [Cl:1][C:2]1[CH:3]=[C:4]([C@@H:12]([CH2:22][CH:23]2[CH2:27][CH2:26][CH2:25][CH2:24]2)[C:13]([NH:15][C:16]2[CH:20]=[CH:19][N:18]([CH3:21])[N:17]=2)=[O:14])[CH:5]=[CH:6][C:7]=1[S:8]([CH3:11])(=[O:10])=[O:9].C(Cl)(=O)C(Cl)=O.N1C(C)=CC=CC=1C.NC1C=C[N:45]([CH2:48][C:49]2[CH:56]=[CH:55][C:52](C#N)=[CH:51][CH:50]=2)N=1. Product: [Cl:1][C:2]1[CH:3]=[C:4]([C@@H:12]([CH2:22][CH:23]2[CH2:24][CH2:25][CH2:26][CH2:27]2)[C:13]([NH:15][C:16]2[CH:20]=[CH:19][N:18]([CH2:21][C:52]3[CH:55]=[CH:56][C:49]([C:48]#[N:45])=[CH:50][CH:51]=3)[N:17]=2)=[O:14])[CH:5]=[CH:6][C:7]=1[S:8]([CH3:11])(=[O:10])=[O:9]. The catalyst class is: 2. (2) Reactant: N([N:3]1[C:12]2[C:7](=[CH:8][CH:9]=[CH:10][CH:11]=2)[CH2:6][CH2:5][CH2:4]1)=O.[NH:13]1[CH2:18][CH2:17][CH2:16][CH2:15][C:14]1=O. Product: [CH:10]1[C:11]2[C:15]3[CH2:14][NH:13][CH2:18][CH2:17][C:16]=3[N:3]3[C:12]=2[C:7]([CH2:6][CH2:5][CH2:4]3)=[CH:8][CH:9]=1. The catalyst class is: 183. (3) Reactant: [CH2:1]([O:8][C:9]([CH2:11][N:12]1[C:17]([C:18]2[CH:23]=[CH:22][CH:21]=[C:20]([N+:24]([O-])=O)[CH:19]=2)=[C:16]([Cl:27])[N:15]=[C:14]([Cl:28])[C:13]1=[O:29])=[O:10])[C:2]1[CH:7]=[CH:6][CH:5]=[CH:4][CH:3]=1.CCOC(C)=O.Cl. Product: [ClH:27].[CH2:1]([O:8][C:9]([CH2:11][N:12]1[C:17]([C:18]2[CH:23]=[CH:22][CH:21]=[C:20]([NH2:24])[CH:19]=2)=[C:16]([Cl:27])[N:15]=[C:14]([Cl:28])[C:13]1=[O:29])=[O:10])[C:2]1[CH:7]=[CH:6][CH:5]=[CH:4][CH:3]=1. The catalyst class is: 447. (4) Reactant: [F:1][C:2]1[CH:7]=[C:6]([F:8])[CH:5]=[CH:4][C:3]=1[CH2:9][C:10]([OH:12])=O.C(Cl)(=O)C([Cl:16])=O. Product: [F:1][C:2]1[CH:7]=[C:6]([F:8])[CH:5]=[CH:4][C:3]=1[CH2:9][C:10]([Cl:16])=[O:12]. The catalyst class is: 59. (5) Reactant: [NH2:1][C@:2]12[C:10](=[O:11])[O:9][C@H:8]([CH3:12])[C@H:7]1[C@@H:6](/[CH:13]=[CH:14]/[C:15]1[CH:20]=[CH:19][C:18]([Br:21])=[CH:17][N:16]=1)[C@H:5]([CH3:22])[C:4]([F:24])([F:23])[CH2:3]2.Cl[CH2:26][CH:27]1[CH2:29][O:28]1. Product: [Br:21][C:18]1[CH:19]=[CH:20][C:15](/[CH:14]=[CH:13]/[C@H:6]2[C@H:5]([CH3:22])[C:4]([F:24])([F:23])[CH2:3][C@:2]3([N:1]4[CH2:29][CH:27]([OH:28])[CH2:26]4)[C@H:7]2[C@@H:8]([CH3:12])[O:9][C:10]3=[O:11])=[N:16][CH:17]=1. The catalyst class is: 51. (6) Reactant: Cl.[Cl:2][C:3]1[CH:4]=[C:5]2[C:10](=[CH:11][CH:12]=1)[N:9]=[C:8]([N:13]1[CH2:18][CH2:17][NH:16][CH2:15][CH2:14]1)[CH:7]=[CH:6]2.[CH3:19][S:20]([C:23]1[CH:24]=[CH:25][C:26]([O:32][C@@H:33]([CH3:38])[C:34]([F:37])([F:36])[F:35])=[C:27]([CH:31]=1)[C:28](O)=[O:29])(=[O:22])=[O:21].C(OCC)(=O)C. Product: [Cl:2][C:3]1[CH:4]=[C:5]2[C:10](=[CH:11][CH:12]=1)[N:9]=[C:8]([N:13]1[CH2:14][CH2:15][N:16]([C:28]([C:27]3[CH:31]=[C:23]([S:20]([CH3:19])(=[O:21])=[O:22])[CH:24]=[CH:25][C:26]=3[O:32][C@@H:33]([CH3:38])[C:34]([F:36])([F:37])[F:35])=[O:29])[CH2:17][CH2:18]1)[CH:7]=[CH:6]2. The catalyst class is: 10. (7) Reactant: [CH3:1][O:2][C:3](=[O:27])[CH:4]([C:16]1[CH:21]=[CH:20][C:19]([S:22]([CH3:25])(=[O:24])=[O:23])=[C:18]([Cl:26])[CH:17]=1)[CH2:5][CH:6]1[CH2:15][CH2:14][C:9]2(OCC[O:10]2)[CH2:8][CH2:7]1.Cl. Product: [CH3:1][O:2][C:3](=[O:27])[CH:4]([C:16]1[CH:21]=[CH:20][C:19]([S:22]([CH3:25])(=[O:24])=[O:23])=[C:18]([Cl:26])[CH:17]=1)[CH2:5][CH:6]1[CH2:15][CH2:14][C:9](=[O:10])[CH2:8][CH2:7]1. The catalyst class is: 95.